This data is from Forward reaction prediction with 1.9M reactions from USPTO patents (1976-2016). The task is: Predict the product of the given reaction. (1) Given the reactants [N:1]([C@@H:4]1[C@@H:11]([CH3:12])[O:10][C@H:7](OC)[C@@H:6]([O:13][CH2:14][C:15]2[CH:20]=[CH:19][CH:18]=[CH:17][CH:16]=2)[C@H:5]1[O:21][C:22](=[O:29])[C:23]1[CH:28]=[CH:27][CH:26]=[CH:25][CH:24]=1)=[N+:2]=[N-:3].[C:37]([O:40]C(=O)C)(=[O:39])[CH3:38].[C:37]([OH:40])(=[O:39])[CH3:38].S(=O)(=O)(O)O, predict the reaction product. The product is: [C:37]([O:40][C@H:7]1[O:10][C@H:11]([CH3:12])[C@@H:4]([N:1]=[N+:2]=[N-:3])[C@H:5]([O:21][C:22](=[O:29])[C:23]2[CH:28]=[CH:27][CH:26]=[CH:25][CH:24]=2)[C@@H:6]1[O:13][CH2:14][C:15]1[CH:16]=[CH:17][CH:18]=[CH:19][CH:20]=1)(=[O:39])[CH3:38]. (2) Given the reactants Cl[C:2]1[C:3]([NH2:9])=[N:4][CH:5]=[N:6][C:7]=1Cl.[CH2:10]1[C:14]2([CH2:19][CH2:18][NH:17][CH2:16][CH2:15]2)[CH2:13][CH2:12][N:11]1[C:20]([O:22]C(C)(C)C)=O.[O:27]([C:34]1[CH:39]=[CH:38][C:37](B(O)O)=[CH:36][CH:35]=1)[C:28]1[CH:33]=[CH:32][CH:31]=[CH:30][CH:29]=1.[C:43](Cl)(=O)[CH:44]=C, predict the reaction product. The product is: [NH2:9][C:3]1[N:4]=[CH:5][N:6]=[C:7]([N:17]2[CH2:16][CH2:15][C:14]3([CH2:10][N:11]([C:20](=[O:22])[CH:43]=[CH2:44])[CH2:12][CH2:13]3)[CH2:19][CH2:18]2)[C:2]=1[C:31]1[CH:32]=[CH:33][C:28]([O:27][C:34]2[CH:39]=[CH:38][CH:37]=[CH:36][CH:35]=2)=[CH:29][CH:30]=1. (3) Given the reactants [ClH:1].Cl.[CH2:3]([N:12]1[CH2:17][CH2:16][NH:15][CH2:14][CH2:13]1)[C:4]([C:6]1[CH:11]=[CH:10][CH:9]=[CH:8]C=1)=O.Br[CH2:19][C:20]([C:22]1[CH:27]=[CH:26][C:25]([N+:28]([O-:30])=[O:29])=[CH:24][CH:23]=1)=[O:21].C([O-])([O-])=O.[K+].[K+], predict the reaction product. The product is: [ClH:1].[ClH:1].[CH2:3]([N:12]1[CH2:13][CH2:14][N:15]([CH2:19][C:20]([C:22]2[CH:27]=[CH:26][C:25]([N+:28]([O-:30])=[O:29])=[CH:24][CH:23]=2)=[O:21])[CH2:16][CH2:17]1)[C:4]1[CH:6]=[CH:11][CH:10]=[CH:9][CH:8]=1. (4) Given the reactants [Cl:1][C:2]1[C:7]([S:8]([CH3:11])(=[O:10])=[O:9])=[CH:6][C:5]([C:12]2[N:13]([C:33](Cl)=[O:34])[C@@:14]([C:26]3[CH:31]=[CH:30][C:29]([Cl:32])=[CH:28][CH:27]=3)([CH3:25])[C@@:15]([C:18]3[CH:23]=[CH:22][C:21]([Cl:24])=[CH:20][CH:19]=3)([CH3:17])[N:16]=2)=[C:4]([O:36][CH2:37][CH3:38])[CH:3]=1.[NH2:39][CH:40]1[CH2:45][CH2:44][NH:43][CH2:42][CH2:41]1, predict the reaction product. The product is: [NH2:39][CH:40]1[CH2:45][CH2:44][N:43]([C:33]([N:13]2[C@@:14]([C:26]3[CH:27]=[CH:28][C:29]([Cl:32])=[CH:30][CH:31]=3)([CH3:25])[C@@:15]([C:18]3[CH:23]=[CH:22][C:21]([Cl:24])=[CH:20][CH:19]=3)([CH3:17])[N:16]=[C:12]2[C:5]2[CH:6]=[C:7]([S:8]([CH3:11])(=[O:9])=[O:10])[C:2]([Cl:1])=[CH:3][C:4]=2[O:36][CH2:37][CH3:38])=[O:34])[CH2:42][CH2:41]1. (5) The product is: [CH2:1]1[C:9]2[C:4](=[CH:5][CH:6]=[CH:7][CH:8]=2)[CH2:3][N:2]1[CH2:10][C:11]1[CH:32]=[CH:31][C:14]([CH2:15][O:16][C:17]2[CH:22]=[CH:21][C:20]([C@@H:23]([C:28]#[C:29][CH3:30])[CH2:24][C:25]([O-:27])=[O:26])=[CH:19][CH:18]=2)=[CH:13][CH:12]=1.[Na+:34]. Given the reactants [CH2:1]1[C:9]2[C:4](=[CH:5][CH:6]=[CH:7][CH:8]=2)[CH2:3][N:2]1[CH2:10][C:11]1[CH:32]=[CH:31][C:14]([CH2:15][O:16][C:17]2[CH:22]=[CH:21][C:20]([C@@H:23]([C:28]#[C:29][CH3:30])[CH2:24][C:25]([OH:27])=[O:26])=[CH:19][CH:18]=2)=[CH:13][CH:12]=1.[OH-].[Na+:34], predict the reaction product.